This data is from Full USPTO retrosynthesis dataset with 1.9M reactions from patents (1976-2016). The task is: Predict the reactants needed to synthesize the given product. (1) The reactants are: I[CH2:2][CH3:3].[Cl:4][C:5]1[C:14]2[C:13](=[O:15])[NH:12][C@H:11]3[CH2:16][N:17](C(OC(C)(C)C)=O)[CH2:18][C@@H:10]3[C:9]=2[CH:8]=[C:7]([CH2:26][CH3:27])[CH:6]=1. Given the product [ClH:4].[Cl:4][C:5]1[C:14]2[C:13](=[O:15])[N:12]([CH2:2][CH3:3])[C@H:11]3[CH2:16][NH:17][CH2:18][C@@H:10]3[C:9]=2[CH:8]=[C:7]([CH2:26][CH3:27])[CH:6]=1, predict the reactants needed to synthesize it. (2) Given the product [Br:4][C:5]1[C:10]([C:11]#[N:19])=[C:9]([F:13])[C:8]([O:14][CH3:15])=[C:7]([F:16])[CH:6]=1, predict the reactants needed to synthesize it. The reactants are: Cl.NO.[Br:4][C:5]1[C:10]([CH:11]=O)=[C:9]([F:13])[C:8]([O:14][CH3:15])=[C:7]([F:16])[CH:6]=1.CC[N+:19](S(N=C(OC)[O-])(=O)=O)(CC)CC. (3) Given the product [CH2:35]([N:3]([CH2:1][CH3:2])[CH2:4]/[CH:5]=[CH:6]\[C:7]1[CH:12]=[C:11]([F:13])[CH:10]=[CH:9][C:8]=1[S:14]([NH:17][C:18]1[C:27]([C:28]([O:30][CH3:31])=[O:29])=[C:26]2[C:21]([C@H:22]3[CH2:34][CH2:33][O:32][C@H:23]3[CH2:24][O:25]2)=[CH:20][CH:19]=1)(=[O:15])=[O:16])[CH3:36], predict the reactants needed to synthesize it. The reactants are: [CH2:1]([N:3]([CH2:35][CH3:36])[CH2:4]/[CH:5]=[CH:6]\[C:7]1[CH:12]=[C:11]([F:13])[CH:10]=[CH:9][C:8]=1[S:14]([NH:17][C:18]1[C:27]([C:28]([O:30][CH3:31])=[O:29])=[C:26]2[C:21]([C:22]3[CH:34]=[CH:33][O:32][C:23]=3[CH2:24][O:25]2)=[CH:20][CH:19]=1)(=[O:16])=[O:15])[CH3:2].BrC1C=C(F)C=CC=1S(NC1C(C(OC)=O)=C2C([C@H]3CCO[C@H]3CO2)=CC=1)(=O)=O.C(N(CC)C/C=C\[Sn](CCCC)(CCCC)CCCC)C. (4) Given the product [F:1][C:2]1[CH:3]=[CH:4][C:5]([CH2:8][CH2:9][N:10]2[CH2:15][CH2:14][N:13]([C:16]3[CH:21]=[CH:20][C:19]4[C:22]5[CH2:23][NH:24][CH2:25][CH2:26][CH2:27][C:28]=5[O:29][C:18]=4[CH:17]=3)[C:12](=[O:37])[CH2:11]2)=[N:6][CH:7]=1, predict the reactants needed to synthesize it. The reactants are: [F:1][C:2]1[CH:3]=[CH:4][C:5]([CH2:8][CH2:9][N:10]2[CH2:15][CH2:14][N:13]([C:16]3[CH:21]=[CH:20][C:19]4[C:22]5[CH2:23][N:24](C(OC(C)(C)C)=O)[CH2:25][CH2:26][CH2:27][C:28]=5[O:29][C:18]=4[CH:17]=3)[C:12](=[O:37])[CH2:11]2)=[N:6][CH:7]=1.Cl.C([O-])(O)=O.[Na+]. (5) Given the product [CH2:1]([S:3]([C:6]1[CH:7]=[C:8]([C:12]2[CH:20]=[C:19]([CH2:21][N:28]3[CH2:33][CH2:32][O:31][CH2:30][CH2:29]3)[CH:18]=[C:17]3[C:13]=2[C:14]2[CH:26]=[C:25]([CH3:27])[CH:24]=[N:23][C:15]=2[NH:16]3)[CH:9]=[CH:10][CH:11]=1)(=[O:5])=[O:4])[CH3:2], predict the reactants needed to synthesize it. The reactants are: [CH2:1]([S:3]([C:6]1[CH:7]=[C:8]([C:12]2[CH:20]=[C:19]([CH2:21]O)[CH:18]=[C:17]3[C:13]=2[C:14]2[CH:26]=[C:25]([CH3:27])[CH:24]=[N:23][C:15]=2[NH:16]3)[CH:9]=[CH:10][CH:11]=1)(=[O:5])=[O:4])[CH3:2].[NH:28]1[CH2:33][CH2:32][O:31][CH2:30][CH2:29]1.C(S(C1C=C(C2C=C(CN(C)C)C=C3C=2C2C=C(C)C=NC=2N3)C=CC=1)(=O)=O)C. (6) Given the product [CH2:1]([C:8]1[CH:9]=[N:10][C:11]2[C:16]([C:17]=1[C:18]1[CH:19]=[C:20]([NH:24][CH2:39][C:30]3[CH:31]=[CH:32][C:33]4[C:38](=[CH:37][CH:36]=[CH:35][CH:34]=4)[CH:29]=3)[CH:21]=[CH:22][CH:23]=1)=[CH:15][CH:14]=[CH:13][C:12]=2[C:25]([F:28])([F:26])[F:27])[C:2]1[CH:3]=[CH:4][CH:5]=[CH:6][CH:7]=1, predict the reactants needed to synthesize it. The reactants are: [CH2:1]([C:8]1[CH:9]=[N:10][C:11]2[C:16]([C:17]=1[C:18]1[CH:19]=[C:20]([NH2:24])[CH:21]=[CH:22][CH:23]=1)=[CH:15][CH:14]=[CH:13][C:12]=2[C:25]([F:28])([F:27])[F:26])[C:2]1[CH:7]=[CH:6][CH:5]=[CH:4][CH:3]=1.[CH:29]1[C:38]2[C:33](=[CH:34][CH:35]=[CH:36][CH:37]=2)[CH:32]=[CH:31][C:30]=1[CH:39]=O. (7) Given the product [NH2:48][C@@H:43]([C:42](=[O:41])[N:55]1[C:63]2[C:58](=[CH:59][C:60]([O:64][CH2:65][C:66]3[S:67][C:68]([C:77]([F:80])([F:78])[F:79])=[C:69]([C:71]4[CH:76]=[CH:75][CH:74]=[CH:73][CH:72]=4)[CH:70]=3)=[CH:61][CH:62]=2)[CH2:57][CH2:56]1)[CH2:44][C:45]([OH:47])=[O:46], predict the reactants needed to synthesize it. The reactants are: O=C(N1C2C(=CC(OCC3SC(C(F)(F)F)=C(C4C=CC=CC=4)C=3)=CC=2)CC1)C[C@@H](NC(=O)C(F)(F)F)C(O)=O.[O:41]=[C:42]([N:55]1[C:63]2[C:58](=[CH:59][C:60]([O:64][CH2:65][C:66]3[S:67][C:68]([C:77]([F:80])([F:79])[F:78])=[C:69]([C:71]4[CH:76]=[CH:75][CH:74]=[CH:73][CH:72]=4)[CH:70]=3)=[CH:61][CH:62]=2)[CH2:57][CH2:56]1)[C@H:43]([NH:48]C(=O)C(F)(F)F)[CH2:44][C:45]([OH:47])=[O:46].[OH-].[Na+].Cl. (8) Given the product [NH2:1][C:2]1[C:7]2[C:8](=[O:30])[N:9]([C:14]3[CH:19]=[CH:18][C:17]([C:45]4[C:50]([C:51]#[N:52])=[CH:49][CH:48]=[CH:47][C:46]=4[Cl:53])=[C:16]([F:29])[CH:15]=3)[CH2:10][C@@H:11]([CH3:13])[O:12][C:6]=2[N:5]=[CH:4][N:3]=1, predict the reactants needed to synthesize it. The reactants are: [NH2:1][C:2]1[C:7]2[C:8](=[O:30])[N:9]([C:14]3[CH:19]=[CH:18][C:17](B4OC(C)(C)C(C)(C)O4)=[C:16]([F:29])[CH:15]=3)[CH2:10][C@@H:11]([CH3:13])[O:12][C:6]=2[N:5]=[CH:4][N:3]=1.P([O-])([O-])([O-])=O.[K+].[K+].[K+].FC(F)(F)S(O[C:45]1[C:50]([C:51]#[N:52])=[CH:49][CH:48]=[CH:47][C:46]=1[Cl:53])(=O)=O.C(O)C. (9) Given the product [OH:17][C:13]1[CH:12]=[C:11]([NH:10][C:2]2[N:7]=[C:6]([NH:10][C:11]3[CH:16]=[CH:15][CH:14]=[C:13]([OH:17])[CH:12]=3)[C:5]([F:9])=[CH:4][N:3]=2)[CH:16]=[CH:15][CH:14]=1, predict the reactants needed to synthesize it. The reactants are: Cl[C:2]1[N:7]=[C:6](Cl)[C:5]([F:9])=[CH:4][N:3]=1.[NH2:10][C:11]1[CH:12]=[C:13]([OH:17])[CH:14]=[CH:15][CH:16]=1.Cl. (10) The reactants are: [C:1](O)(=O)[CH2:2][CH2:3][CH2:4][CH2:5][CH2:6][CH2:7][CH2:8][CH2:9][CH2:10][CH2:11][CH3:12].C(Cl)(=O)C([Cl:18])=O. Given the product [CH2:1]([Cl:18])[CH2:2][CH2:3][CH2:4][CH2:5][CH2:6][CH2:7][CH2:8][CH2:9][CH2:10][CH2:11][CH3:12], predict the reactants needed to synthesize it.